This data is from Forward reaction prediction with 1.9M reactions from USPTO patents (1976-2016). The task is: Predict the product of the given reaction. Given the reactants C[O:2]C1C=C(C=CC=1OC)N.[CH2:12]([O:14][C:15]1[CH:16]=[C:17]([CH:19]=[CH:20][C:21]=1[O:22][CH2:23][CH3:24])[NH2:18])[CH3:13].[C:25](#N)[C:26]1[CH:31]=[CH:30][CH:29]=[CH:28][CH:27]=1, predict the reaction product. The product is: [NH2:18][C:17]1[CH:16]=[C:15]([O:14][CH2:12][CH3:13])[C:21]([O:22][CH2:23][CH3:24])=[CH:20][C:19]=1[C:25]([C:26]1[CH:31]=[CH:30][CH:29]=[CH:28][CH:27]=1)=[O:2].